Dataset: Forward reaction prediction with 1.9M reactions from USPTO patents (1976-2016). Task: Predict the product of the given reaction. (1) Given the reactants [F:1][C:2]1[C:3]([CH2:29][N:30](C)[C:31](=O)OC(C)(C)C)=[CH:4][N:5]([S:14]([C:17]2[CH:22]=[CH:21][CH:20]=[C:19]([C:23]([NH:25][CH2:26][CH2:27][OH:28])=[O:24])[CH:18]=2)(=[O:16])=[O:15])[C:6]=1[C:7]1[C:8]([F:13])=[N:9][CH:10]=[CH:11][CH:12]=1.C(OCC)(=O)C.[ClH:45], predict the reaction product. The product is: [ClH:45].[F:1][C:2]1[C:3]([CH2:29][NH:30][CH3:31])=[CH:4][N:5]([S:14]([C:17]2[CH:18]=[C:19]([CH:20]=[CH:21][CH:22]=2)[C:23]([NH:25][CH2:26][CH2:27][OH:28])=[O:24])(=[O:15])=[O:16])[C:6]=1[C:7]1[C:8]([F:13])=[N:9][CH:10]=[CH:11][CH:12]=1. (2) Given the reactants [C:1]([CH2:3][C:4]([N:6]1[CH2:9][CH:8]([CH2:10][N:11]2[C:15]3[CH:16]=[CH:17][CH:18]=[CH:19][C:14]=3[N:13]=[C:12]2[NH:20][C:21]([C:23]2[S:24][C:25]([C:28]3[CH:29]=[N:30][NH:31][CH:32]=3)=[CH:26][CH:27]=2)=[O:22])[CH2:7]1)=[O:5])#[N:2].N1CCCCC1.[CH3:39][C:40]([NH:44][C:45](=[O:51])[O:46][C:47]([CH3:50])([CH3:49])[CH3:48])([CH3:43])[CH:41]=O, predict the reaction product. The product is: [NH:30]1[CH:29]=[C:28]([C:25]2[S:24][C:23]([C:21]([NH:20][C:12]3[N:11]([CH2:10][CH:8]4[CH2:7][N:6]([C:4](=[O:5])[C:3]([C:1]#[N:2])=[CH:43][C:40]([NH:44][C:45](=[O:51])[O:46][C:47]([CH3:50])([CH3:49])[CH3:48])([CH3:39])[CH3:41])[CH2:9]4)[C:15]4[CH:16]=[CH:17][CH:18]=[CH:19][C:14]=4[N:13]=3)=[O:22])=[CH:27][CH:26]=2)[CH:32]=[N:31]1. (3) Given the reactants OO.FC(F)(F)C(OC(=O)C(F)(F)F)=[O:6].[CH3:16][O:17][CH2:18][CH2:19][O:20][C:21]1[CH:22]=[CH:23][C:24]2[N+:29]([O-:30])=[N:28][C:27]([NH:31][CH2:32][CH2:33][N:34]([CH3:36])[CH3:35])=[N:26][C:25]=2[CH:37]=1.FC(F)(F)C(O)=O, predict the reaction product. The product is: [CH3:16][O:17][CH2:18][CH2:19][O:20][C:21]1[CH:22]=[CH:23][C:24]2[N+:29]([O-:30])=[N:28][C:27]([NH:31][CH2:32][CH2:33][N:34]([CH3:36])[CH3:35])=[N+:26]([O-:6])[C:25]=2[CH:37]=1. (4) Given the reactants Cl[C:2]1[N:7]=[C:6]([O:8][CH3:9])[N:5]=[C:4]([O:10][CH3:11])[N:3]=1.[CH:12]([C:14]1[CH:15]=[C:16](B(O)O)[CH:17]=[CH:18][CH:19]=1)=[O:13], predict the reaction product. The product is: [CH3:11][O:10][C:4]1[N:5]=[C:6]([O:8][CH3:9])[N:7]=[C:2]([C:18]2[CH:19]=[C:14]([CH:15]=[CH:16][CH:17]=2)[CH:12]=[O:13])[N:3]=1. (5) Given the reactants F[C:2]1[C:7]([F:8])=[CH:6][C:5]([C:9]2[O:10][C:11]([C:14]3[C:15]([C:20]4[CH:25]=[CH:24][CH:23]=[CH:22][CH:21]=4)=[N:16][O:17][C:18]=3[CH3:19])=[N:12][N:13]=2)=[C:4]([O:26][CH3:27])[CH:3]=1.[CH2:28]([NH2:34])[CH:29]1[O:33][CH2:32][CH2:31][CH2:30]1, predict the reaction product. The product is: [F:8][C:7]1[CH:6]=[C:5]([C:9]2[O:10][C:11]([C:14]3[C:15]([C:20]4[CH:21]=[CH:22][CH:23]=[CH:24][CH:25]=4)=[N:16][O:17][C:18]=3[CH3:19])=[N:12][N:13]=2)[C:4]([O:26][CH3:27])=[CH:3][C:2]=1[NH:34][CH2:28][CH:29]1[CH2:30][CH2:31][CH2:32][O:33]1.